Dataset: Forward reaction prediction with 1.9M reactions from USPTO patents (1976-2016). Task: Predict the product of the given reaction. Given the reactants Br[C:2]([CH3:14])([CH3:13])[C:3]([NH:5][C:6]1[CH:11]=[CH:10][CH:9]=[CH:8][C:7]=1[OH:12])=[O:4].C(=O)([O-])[O-].[K+].[K+].Cl, predict the reaction product. The product is: [CH3:13][C:2]1([CH3:14])[C:3](=[O:4])[NH:5][C:6]2[CH:11]=[CH:10][CH:9]=[CH:8][C:7]=2[O:12]1.